Dataset: Forward reaction prediction with 1.9M reactions from USPTO patents (1976-2016). Task: Predict the product of the given reaction. (1) Given the reactants [C:1]([O:5][CH:6]([C:11]1[C:12]([C:21]2[CH:22]=[C:23]3[C:28](=[CH:29][CH:30]=2)[O:27][CH2:26][CH2:25][CH2:24]3)=[C:13]2[CH:20]=[CH:19][NH:18][C:14]2=[N:15][C:16]=1[CH3:17])[C:7]([O:9]C)=[O:8])([CH3:4])([CH3:3])[CH3:2].Br[CH2:32][C:33]1[CH:38]=[CH:37][C:36]([F:39])=[CH:35][C:34]=1[Cl:40], predict the reaction product. The product is: [C:1]([O:5][CH:6]([C:11]1[C:12]([C:21]2[CH:22]=[C:23]3[C:28](=[CH:29][CH:30]=2)[O:27][CH2:26][CH2:25][CH2:24]3)=[C:13]2[CH:20]=[CH:19][N:18]([CH2:32][C:33]3[CH:38]=[CH:37][C:36]([F:39])=[CH:35][C:34]=3[Cl:40])[C:14]2=[N:15][C:16]=1[CH3:17])[C:7]([OH:9])=[O:8])([CH3:4])([CH3:3])[CH3:2]. (2) Given the reactants Cl[C:2]1[S:6][C:5]([C:7]([O:9][CH3:10])=[O:8])=[CH:4][C:3]=1[N+:11]([O-:13])=[O:12].[Cl:14][C:15]1[CH:20]=[CH:19][CH:18]=[C:17]([Cl:21])[C:16]=1[SH:22], predict the reaction product. The product is: [Cl:14][C:15]1[CH:20]=[CH:19][CH:18]=[C:17]([Cl:21])[C:16]=1[S:22][C:2]1[S:6][C:5]([C:7]([O:9][CH3:10])=[O:8])=[CH:4][C:3]=1[N+:11]([O-:13])=[O:12]. (3) The product is: [Cl:1][C:2]1[C:7]([Cl:8])=[CH:6][C:5]2[NH:9][CH:11]=[N:10][C:4]=2[CH:3]=1. Given the reactants [Cl:1][C:2]1[CH:3]=[C:4]([NH2:10])[C:5]([NH2:9])=[CH:6][C:7]=1[Cl:8].[CH:11](O)=O, predict the reaction product. (4) Given the reactants [O:1]1[CH2:6][CH2:5][N:4]([C:7]2[CH:12]=[CH:11][C:10]([C:13]3[N:22]=[C:21]([NH:23][CH2:24][CH:25]4[CH2:30][CH2:29][CH2:28][N:27](C(OC(C)(C)C)=O)[CH2:26]4)[C:20]4[C:15](=[N:16][CH:17]=[CH:18][N:19]=4)[CH:14]=3)=[CH:9][CH:8]=2)[CH2:3][CH2:2]1.[H-].[Na+].I[CH3:41], predict the reaction product. The product is: [CH3:41][N:23]([CH2:24][CH:25]1[CH2:30][CH2:29][CH2:28][NH:27][CH2:26]1)[C:21]1[C:20]2[C:15](=[N:16][CH:17]=[CH:18][N:19]=2)[CH:14]=[C:13]([C:10]2[CH:9]=[CH:8][C:7]([N:4]3[CH2:5][CH2:6][O:1][CH2:2][CH2:3]3)=[CH:12][CH:11]=2)[N:22]=1. (5) Given the reactants [CH2:1]([NH:8][C@H:9]([CH2:12][O:13][Si:14]([C:17]([CH3:20])([CH3:19])[CH3:18])([CH3:16])[CH3:15])[CH2:10][OH:11])[C:2]1[CH:7]=[CH:6][CH:5]=[CH:4][CH:3]=1.[CH2:21]([C@@H:23]1[O:25][CH2:24]1)Cl.Cl([O-])(=O)(=O)=O.[Li+].C[O-].[Na+], predict the reaction product. The product is: [CH2:1]([N:8]1[C@H:9]([CH2:12][O:13][Si:14]([C:17]([CH3:20])([CH3:19])[CH3:18])([CH3:15])[CH3:16])[CH2:10][O:11][C@H:23]([CH2:24][OH:25])[CH2:21]1)[C:2]1[CH:7]=[CH:6][CH:5]=[CH:4][CH:3]=1. (6) Given the reactants C[Sn](C)(C)[C:3]1[CH:8]=[CH:7][C:6]([N:9]2[CH2:14][CH2:13][CH:12]([OH:15])[CH2:11][CH2:10]2)=[CH:5][CH:4]=1.Cl[C:19]1[N:28]=[C:27]([NH:29][CH2:30][C@H:31]2[O:36][CH2:35][CH2:34][N:33]([C:37]([O:39][C:40]([CH3:43])([CH3:42])[CH3:41])=[O:38])[CH2:32]2)[C:26]2[C:21](=[N:22][CH:23]=[CH:24][N:25]=2)[CH:20]=1, predict the reaction product. The product is: [OH:15][CH:12]1[CH2:13][CH2:14][N:9]([C:6]2[CH:7]=[CH:8][C:3]([C:19]3[N:28]=[C:27]([NH:29][CH2:30][C@H:31]4[O:36][CH2:35][CH2:34][N:33]([C:37]([O:39][C:40]([CH3:43])([CH3:42])[CH3:41])=[O:38])[CH2:32]4)[C:26]4[C:21](=[N:22][CH:23]=[CH:24][N:25]=4)[CH:20]=3)=[CH:4][CH:5]=2)[CH2:10][CH2:11]1. (7) Given the reactants [CH3:1][O:2][C:3]1[CH:8]=[CH:7][CH:6]=[CH:5][C:4]=1[C:9]1[CH:10]=[C:11]2[C:16](=[CH:17][CH:18]=1)[N:15]=[CH:14][N:13]=[C:12]2O.O=P(Cl)(Cl)[Cl:22], predict the reaction product. The product is: [Cl:22][C:12]1[C:11]2[C:16](=[CH:17][CH:18]=[C:9]([C:4]3[CH:5]=[CH:6][CH:7]=[CH:8][C:3]=3[O:2][CH3:1])[CH:10]=2)[N:15]=[CH:14][N:13]=1.